Dataset: Reaction yield outcomes from USPTO patents with 853,638 reactions. Task: Predict the reaction yield, written as a fraction of the theoretical maximum amount of product (1.0 means a 100% yield; for example, 0.34 means a 34% yield). (1) The reactants are F[C:2]1[C:7]([F:8])=[CH:6][C:5]([C:9]2[O:10][C:11]([C:14]3[C:15]([C:20]4[CH:25]=[CH:24][CH:23]=[CH:22][CH:21]=4)=[N:16][O:17][C:18]=3[CH3:19])=[N:12][N:13]=2)=[C:4]([O:26][CH3:27])[CH:3]=1.[CH2:28]([NH2:34])[CH:29]1[O:33][CH2:32][CH2:31][CH2:30]1. No catalyst specified. The product is [F:8][C:7]1[CH:6]=[C:5]([C:9]2[O:10][C:11]([C:14]3[C:15]([C:20]4[CH:21]=[CH:22][CH:23]=[CH:24][CH:25]=4)=[N:16][O:17][C:18]=3[CH3:19])=[N:12][N:13]=2)[C:4]([O:26][CH3:27])=[CH:3][C:2]=1[NH:34][CH2:28][CH:29]1[CH2:30][CH2:31][CH2:32][O:33]1. The yield is 0.530. (2) The reactants are [CH:1]1([OH:11])[CH:10]2[CH:5]([CH2:6][CH2:7][CH2:8][CH2:9]2)[CH2:4][CH2:3][CH2:2]1.[C:12]([O:15][CH:16]1[CH:21]([N:22]([CH3:24])[CH3:23])[CH2:20][CH:19]([CH3:25])[O:18][CH:17]1F)(=[O:14])[CH3:13].B(F)(F)F.CCOCC. The catalyst is C(OCC)(=O)C. The product is [C:12]([O:15][CH:16]1[CH:21]([N:22]([CH3:23])[CH3:24])[CH2:20][CH:19]([CH3:25])[O:18][CH:17]1[O:11][CH:1]1[CH:10]2[CH:5]([CH2:6][CH2:7][CH2:8][CH2:9]2)[CH2:4][CH2:3][CH2:2]1)(=[O:14])[CH3:13]. The yield is 0.580. (3) The reactants are C[Si]([N-][Si](C)(C)C)(C)C.[Li+].C[O:12][C:13]([C:15]1[C:23]2[C:18](=[N:19][CH:20]=[C:21]([Br:24])[CH:22]=2)[N:17]([S:25]([C:28]2[CH:33]=[CH:32][CH:31]=[CH:30][CH:29]=2)(=[O:27])=[O:26])[C:16]=1[CH2:34][N:35]([CH2:46][C:47]#[N:48])S(C1C=CC(C)=CC=1)(=O)=O)=O. The catalyst is C1COCC1. The product is [C:28]1([S:25]([N:17]2[C:16]3[CH:34]=[N:35][C:46]([C:47]#[N:48])=[C:13]([OH:12])[C:15]=3[C:23]3[CH:22]=[C:21]([Br:24])[CH:20]=[N:19][C:18]2=3)(=[O:27])=[O:26])[CH:29]=[CH:30][CH:31]=[CH:32][CH:33]=1. The yield is 0.720. (4) The reactants are I[C:2]1[CH:7]=[CH:6][CH:5]=[CH:4][N:3]=1.[F:8][C:9]1[CH:14]=[CH:13][C:12]([C:15]#[C:16][CH2:17][CH2:18][C:19]#[CH:20])=[CH:11][CH:10]=1. The catalyst is C(N(CC)CC)C.[Cu](I)I.Cl[Pd](Cl)([P](C1C=CC=CC=1)(C1C=CC=CC=1)C1C=CC=CC=1)[P](C1C=CC=CC=1)(C1C=CC=CC=1)C1C=CC=CC=1. The product is [F:8][C:9]1[CH:14]=[CH:13][C:12]([C:15]#[C:16][CH2:17][CH2:18][C:19]#[C:20][C:2]2[CH:7]=[CH:6][CH:5]=[CH:4][N:3]=2)=[CH:11][CH:10]=1. The yield is 0.290. (5) The reactants are [C:1]1([S:7](Cl)(=[O:9])=[O:8])[CH:6]=[CH:5][CH:4]=[CH:3][CH:2]=1.[NH:11]1[C:19]2[C:14](=[CH:15][CH:16]=[CH:17][CH:18]=2)[CH2:13][CH2:12]1.CCN(CC)CC. The catalyst is CN(C1C=CN=CC=1)C.C(Cl)Cl. The product is [C:1]1([S:7]([N:11]2[C:19]3[C:14](=[CH:15][CH:16]=[CH:17][CH:18]=3)[CH2:13][CH2:12]2)(=[O:9])=[O:8])[CH:6]=[CH:5][CH:4]=[CH:3][CH:2]=1. The yield is 0.960. (6) The reactants are [C:1]([O:5][C@@H:6]([C:11]1[C:40]([CH3:41])=[C:39]([CH:42]([OH:44])[CH3:43])[C:38]2=[N:45][C:35]3=[CH:36][N:37]2[C:12]=1[N:13]1[CH2:50][CH2:49][C:16]([CH3:51])([O:17][CH2:18][CH2:19][CH2:20][CH2:21][C@H:22]([CH3:48])[O:23][C:24]2[CH:25]=[CH:26][C:27]([F:47])=[CH:28][C:29]=2[C:30]2[CH:46]=[C:34]3[CH:33]=[CH:32][CH:31]=2)[CH2:15][CH2:14]1)[C:7]([O:9]C)=[O:8])([CH3:4])([CH3:3])[CH3:2].C(O[C@@H](C1C(C)=CC2=NC3=C(Cl)N2C=1N1CCC(C)(OCCCC[C@H](C)OC2C=CC(C)=CC=2C2C=C3C=CC=2)CC1)C(O)=O)(C)(C)C. No catalyst specified. The product is [C:1]([O:5][C@@H:6]([C:11]1[C:40]([CH3:41])=[C:39]([CH:42]([OH:44])[CH3:43])[C:38]2=[N:45][C:35]3=[CH:36][N:37]2[C:12]=1[N:13]1[CH2:14][CH2:15][C:16]([CH3:51])([O:17][CH2:18][CH2:19][CH2:20][CH2:21][C@H:22]([CH3:48])[O:23][C:24]2[CH:25]=[CH:26][C:27]([F:47])=[CH:28][C:29]=2[C:30]2[CH:46]=[C:34]3[CH:33]=[CH:32][CH:31]=2)[CH2:49][CH2:50]1)[C:7]([OH:9])=[O:8])([CH3:2])([CH3:3])[CH3:4]. The yield is 0.660.